From a dataset of Reaction yield outcomes from USPTO patents with 853,638 reactions. Predict the reaction yield, written as a fraction of the theoretical maximum amount of product (1.0 means a 100% yield; for example, 0.34 means a 34% yield). (1) The reactants are [NH:1]1[C:9]2[C:4](=[CH:5][CH:6]=[CH:7][CH:8]=2)[CH2:3][C:2]1=[O:10].[N+:11]([O-])([OH:13])=[O:12]. The catalyst is S(=O)(=O)(O)O. The product is [N+:11]([C:6]1[CH:5]=[C:4]2[C:9](=[CH:8][CH:7]=1)[NH:1][C:2](=[O:10])[CH2:3]2)([O-:13])=[O:12]. The yield is 0.700. (2) The reactants are [CH2:1]([O:3][C:4]([C:6]1[CH:7]=[C:8]2[C:13](=[CH:14][CH:15]=1)[NH:12][CH:11]([C:16]1[CH:21]=[CH:20][CH:19]=[C:18]([NH:22][C:23]([C:26]([OH:28])=O)([CH3:25])[CH3:24])[CH:17]=1)[C:10]([CH3:30])([CH3:29])[CH2:9]2)=[O:5])[CH3:2].[CH3:31][N:32]1[CH2:37][CH2:36][NH:35][CH2:34][CH2:33]1.CN(C(ON1N=NC2C=CC=NC1=2)=[N+](C)C)C.F[P-](F)(F)(F)(F)F.C(N(CC)CC)C. The catalyst is ClCCl. The product is [CH2:1]([O:3][C:4]([C:6]1[CH:7]=[C:8]2[C:13](=[CH:14][CH:15]=1)[NH:12][CH:11]([C:16]1[CH:21]=[CH:20][CH:19]=[C:18]([NH:22][C:23]([CH3:25])([CH3:24])[C:26]([N:35]3[CH2:36][CH2:37][N:32]([CH3:31])[CH2:33][CH2:34]3)=[O:28])[CH:17]=1)[C:10]([CH3:29])([CH3:30])[CH2:9]2)=[O:5])[CH3:2]. The yield is 0.910. (3) The reactants are [CH:1]1[C:2]([CH2:19][C:20]([OH:22])=[O:21])=[CH:3][C:4]([I:18])=[C:5]([O:8][C:9]2[CH:10]=[C:11]([I:17])[C:12]([OH:16])=[C:13]([I:15])[CH:14]=2)[C:6]=1[I:7].[CH2:23](OC(Cl)=O)C1C=CC=CC=1. The catalyst is CO. The product is [CH3:23][O:21][C:20](=[O:22])[CH2:19][C:2]1[CH:1]=[C:6]([I:7])[C:5]([O:8][C:9]2[CH:10]=[C:11]([I:17])[C:12]([OH:16])=[C:13]([I:15])[CH:14]=2)=[C:4]([I:18])[CH:3]=1. The yield is 1.00. (4) The reactants are [CH2:1]([Mg]Cl)[CH3:2].[CH3:5][O:6][C:7](=[O:18])[C:8](=[C:13]([CH2:16][CH3:17])[CH2:14][CH3:15])[C:9]([O:11][CH3:12])=[O:10].[NH4+].[Cl-]. The catalyst is O1CCCC1.[Cu]I. The product is [CH3:12][O:11][C:9](=[O:10])[CH:8]([C:13]([CH2:1][CH3:2])([CH2:16][CH3:17])[CH2:14][CH3:15])[C:7]([O:6][CH3:5])=[O:18]. The yield is 0.570. (5) The reactants are [NH2:1][CH:2]1[CH2:7][CH2:6][N:5]([CH2:8][CH2:9][N:10]2[C:15]3[CH:16]=[C:17]([O:20][CH3:21])[CH:18]=[CH:19][C:14]=3[S:13][CH2:12][C:11]2=[O:22])[CH2:4][CH2:3]1.[O:23]1[C:32]2[CH:31]=[C:30]([CH:33]=O)[N:29]=[CH:28][C:27]=2[O:26][CH2:25][CH2:24]1.C([BH3-])#N.[Na+]. No catalyst specified. The product is [O:23]1[C:32]2[CH:31]=[C:30]([CH2:33][NH:1][CH:2]3[CH2:3][CH2:4][N:5]([CH2:8][CH2:9][N:10]4[C:15]5[CH:16]=[C:17]([O:20][CH3:21])[CH:18]=[CH:19][C:14]=5[S:13][CH2:12][C:11]4=[O:22])[CH2:6][CH2:7]3)[N:29]=[CH:28][C:27]=2[O:26][CH2:25][CH2:24]1. The yield is 0.130. (6) The reactants are [C:1]1([CH2:7][CH2:8][CH2:9][CH2:10]C(O)=O)[CH:6]=[CH:5][CH:4]=[CH:3][CH:2]=1.[I:14]N1C(C)(C)C(=O)N(C)C1=O. The catalyst is C1C=CC=CC=1. The product is [I:14][CH2:10][CH2:9][CH2:8][CH2:7][C:1]1[CH:6]=[CH:5][CH:4]=[CH:3][CH:2]=1. The yield is 0.900. (7) The reactants are Br[C:2]1[C:3]2[N:4]([C:9]([C:19]3[CH:24]=[CH:23][N:22]=[C:21]([NH2:25])[N:20]=3)=[C:10]([C:12]3[CH:17]=[CH:16][CH:15]=[C:14]([CH3:18])[N:13]=3)[N:11]=2)[CH:5]=[C:6]([CH3:8])[CH:7]=1.[N:26]1[CH:31]=[CH:30][CH:29]=[C:28]([CH2:32][CH2:33][NH2:34])[CH:27]=1.CC([O-])(C)C.[Na+].C1(P(C2CCCCC2)C2C=CC=CC=2C2C=CC=CC=2N(C)C)CCCCC1. The catalyst is O1CCOCC1.CC([O-])=O.CC([O-])=O.[Pd+2].O. The product is [NH2:25][C:21]1[N:20]=[C:19]([C:9]2[N:4]3[CH:5]=[C:6]([CH3:8])[CH:7]=[C:2]([NH:34][CH2:33][CH2:32][C:28]4[CH:27]=[N:26][CH:31]=[CH:30][CH:29]=4)[C:3]3=[N:11][C:10]=2[C:12]2[CH:17]=[CH:16][CH:15]=[C:14]([CH3:18])[N:13]=2)[CH:24]=[CH:23][N:22]=1. The yield is 0.110. (8) The product is [C:13]([NH:12][C:9]1[CH:8]=[CH:7][C:6]([O:5][C:1]([N:46]2[CH2:47][CH2:48][N:43]([CH2:42][C:37]3[CH:38]=[CH:39][CH:40]=[CH:41][N:36]=3)[CH2:44][CH2:45]2)=[O:2])=[N:11][CH:10]=1)(=[O:20])[C:14]1[CH:19]=[CH:18][CH:17]=[CH:16][CH:15]=1. The catalyst is ClCCl. The yield is 0.330. The reactants are [C:1](Cl)(Cl)=[O:2].[OH:5][C:6]1[N:11]=[CH:10][C:9]([NH:12][C:13](=[O:20])[C:14]2[CH:19]=[CH:18][CH:17]=[CH:16][CH:15]=2)=[CH:8][CH:7]=1.C(N(CC)CC)C.N12CCN(CC1)CC2.[N:36]1[CH:41]=[CH:40][CH:39]=[CH:38][C:37]=1[CH2:42][N:43]1[CH2:48][CH2:47][NH:46][CH2:45][CH2:44]1. (9) The reactants are [F:1][C:2]([F:17])([F:16])[C:3]1[CH:4]=[C:5]([CH:13]=[CH:14][CH:15]=1)[NH:6][C:7](=[O:12])[C:8]([CH3:11])([CH3:10])[CH3:9].C([Li])CCC.CCCCCC.[C:29](=[O:31])=[O:30].C(=O)([O-])O.[Na+]. The catalyst is O1CCCC1. The product is [C:7]([NH:6][C:5]1[CH:13]=[CH:14][CH:15]=[C:3]([C:2]([F:16])([F:17])[F:1])[C:4]=1[C:29]([OH:31])=[O:30])(=[O:12])[C:8]([CH3:11])([CH3:10])[CH3:9]. The yield is 0.710.